This data is from Forward reaction prediction with 1.9M reactions from USPTO patents (1976-2016). The task is: Predict the product of the given reaction. (1) Given the reactants N#N.Br[C:4]1[N:5]=[C:6]([CH3:13])[S:7][C:8]=1[NH:9][C:10](=[O:12])[CH3:11].C([O-])([O-])=O.[Cs+].[Cs+].CN[C@@H]1CCCC[C@H]1NC.[CH3:30][C:31]1[N:32]=[C:33]([CH2:36][CH2:37][CH3:38])[NH:34][CH:35]=1, predict the reaction product. The product is: [CH3:13][C:6]1[S:7][C:8]([NH:9][C:10](=[O:12])[CH3:11])=[C:4]([N:34]2[CH:35]=[C:31]([CH3:30])[N:32]=[C:33]2[CH2:36][CH2:37][CH3:38])[N:5]=1. (2) Given the reactants [Br:1][C:2]1[CH:3]=[C:4]([CH:32]=[CH:33][CH:34]=1)[CH2:5][C:6]1[CH:7]=[C:8]([C:11]([C:13]2[C:14]([NH:19][C@H:20]3[C@H:27]4[C@H:23]([O:24][C:25]([CH3:29])([CH3:28])[O:26]4)[C@@H:22]([CH2:30][OH:31])[CH2:21]3)=[N:15][CH:16]=[N:17][CH:18]=2)=[O:12])[S:9][CH:10]=1.C(N(CC)CC)C.Cl[S:43]([NH2:46])(=[O:45])=[O:44], predict the reaction product. The product is: [S:43](=[O:45])(=[O:44])([O:31][CH2:30][C@@H:22]1[C@@H:23]2[C@@H:27]([O:26][C:25]([CH3:29])([CH3:28])[O:24]2)[C@H:20]([NH:19][C:14]2[C:13]([C:11]([C:8]3[S:9][CH:10]=[C:6]([CH2:5][C:4]4[CH:32]=[CH:33][CH:34]=[C:2]([Br:1])[CH:3]=4)[CH:7]=3)=[O:12])=[CH:18][N:17]=[CH:16][N:15]=2)[CH2:21]1)[NH2:46]. (3) Given the reactants [CH2:1]([NH:8][CH:9]([CH3:26])[CH2:10][CH:11]([C:19]1[CH:24]=[CH:23][C:22]([OH:25])=[CH:21][CH:20]=1)[C:12]1[CH:17]=[CH:16][C:15]([OH:18])=[CH:14][CH:13]=1)[C:2]1[CH:7]=[CH:6][CH:5]=[CH:4][CH:3]=1.[CH2:27]([CH:35]1[CH2:37][O:36]1)[CH2:28][C:29]1[CH:34]=[CH:33][CH:32]=[CH:31][CH:30]=1.FC(F)(F)S([O-])(=O)=O.[Yb+3].FC(F)(F)S([O-])(=O)=O.FC(F)(F)S([O-])(=O)=O.C(=O)(O)[O-].[Na+], predict the reaction product. The product is: [CH2:1]([N:8]([CH2:37][CH:35]([OH:36])[CH2:27][CH2:28][C:29]1[CH:34]=[CH:33][CH:32]=[CH:31][CH:30]=1)[CH:9]([CH3:26])[CH2:10][CH:11]([C:12]1[CH:17]=[CH:16][C:15]([OH:18])=[CH:14][CH:13]=1)[C:19]1[CH:20]=[CH:21][C:22]([OH:25])=[CH:23][CH:24]=1)[C:2]1[CH:3]=[CH:4][CH:5]=[CH:6][CH:7]=1. (4) The product is: [CH:7]1[C:12]2[NH:13][C:14]3[C:19](=[CH:18][CH:17]=[CH:16][CH:15]=3)[C:11]=2[CH:10]=[CH:9][N:8]=1.[C:33]([NH3+:34])([CH3:2])([CH3:28])[CH3:32]. Given the reactants O1CCN[C:2]1=O.[CH3:7][NH:8][C@H:9](C(O)=O)[CH2:10][C:11]1[C:19]2[C:14](=[CH:15][CH:16]=[CH:17][CH:18]=2)[NH:13][CH:12]=1.C1C2[NH:34][C:33]3[C:28](=CC=C[CH:32]=3)C=2C=CN=1.N1C2C(=CC=CC=2)C=C1, predict the reaction product.